From a dataset of Reaction yield outcomes from USPTO patents with 853,638 reactions. Predict the reaction yield, written as a fraction of the theoretical maximum amount of product (1.0 means a 100% yield; for example, 0.34 means a 34% yield). (1) The reactants are [CH2:1]([O:8][C:9]1[CH:14]=[CH:13][C:12]([C@@H:15](O)[C@@H:16]2[CH2:20][CH2:19][C:18](=[O:21])[N:17]2[CH2:22][CH2:23][NH:24][C:25](=[O:31])[O:26][C:27]([CH3:30])([CH3:29])[CH3:28])=[C:11]([CH3:33])[CH:10]=1)[C:2]1[CH:7]=[CH:6][CH:5]=[CH:4][CH:3]=1.CCN(CC)CC.CS(Cl)(=O)=O. The catalyst is C(Cl)Cl.CN(C1C=CN=CC=1)C. The product is [C:27]([O:26][C:25]([N:24]1[CH2:23][CH2:22][N:17]2[C:18](=[O:21])[CH2:19][CH2:20][C@H:16]2[C@@H:15]1[C:12]1[CH:13]=[CH:14][C:9]([O:8][CH2:1][C:2]2[CH:7]=[CH:6][CH:5]=[CH:4][CH:3]=2)=[CH:10][C:11]=1[CH3:33])=[O:31])([CH3:30])([CH3:29])[CH3:28]. The yield is 0.690. (2) The reactants are [Br:1][C:2]1[CH:3]=[C:4]([CH:9]=[CH:10][C:11]=1[OH:12])[C:5]([O:7][CH3:8])=[O:6].[Br:13][CH2:14][CH2:15]Br.C([O-])([O-])=O.[K+].[K+].CCOC(C)=O. The catalyst is CN(C=O)C. The product is [Br:1][C:2]1[CH:3]=[C:4]([CH:9]=[CH:10][C:11]=1[O:12][CH2:15][CH2:14][Br:13])[C:5]([O:7][CH3:8])=[O:6]. The yield is 0.800. (3) The reactants are [N+:1]([C:4]1[N:8]=[CH:7][N:6]([C:9]2[CH:16]=[CH:15][C:14](/[CH:17]=[CH:18]/[CH:19]([C:24]3[CH:29]=[C:28]([Cl:30])[C:27]([Cl:31])=[C:26]([Cl:32])[CH:25]=3)[C:20]([F:23])([F:22])[F:21])=[CH:13][C:10]=2[C:11]#[N:12])[N:5]=1)([O-])=O.[NH4+].[Cl-]. The catalyst is CO.[Zn]. The product is [NH2:1][C:4]1[N:8]=[CH:7][N:6]([C:9]2[CH:16]=[CH:15][C:14](/[CH:17]=[CH:18]/[CH:19]([C:24]3[CH:25]=[C:26]([Cl:32])[C:27]([Cl:31])=[C:28]([Cl:30])[CH:29]=3)[C:20]([F:21])([F:22])[F:23])=[CH:13][C:10]=2[C:11]#[N:12])[N:5]=1. The yield is 0.890. (4) The reactants are [NH2:1][C:2]1[CH:7]=[C:6]([O:8][C:9]2[CH:14]=[CH:13][C:12]([NH:15][C:16]([C:18]3[C:19](=[O:31])[N:20]([C:25]4[CH:30]=[CH:29][CH:28]=[CH:27][CH:26]=4)[N:21]([CH3:24])[C:22]=3[CH3:23])=[O:17])=[C:11]([Cl:32])[CH:10]=2)[CH:5]=[CH:4][N:3]=1.C(N(CC)CC)C.[C:40](OC(=O)C)(=[O:42])[CH3:41]. No catalyst specified. The product is [C:40]([NH:1][C:2]1[CH:7]=[C:6]([O:8][C:9]2[CH:14]=[CH:13][C:12]([NH:15][C:16]([C:18]3[C:19](=[O:31])[N:20]([C:25]4[CH:26]=[CH:27][CH:28]=[CH:29][CH:30]=4)[N:21]([CH3:24])[C:22]=3[CH3:23])=[O:17])=[C:11]([Cl:32])[CH:10]=2)[CH:5]=[CH:4][N:3]=1)(=[O:42])[CH3:41]. The yield is 0.630. (5) The reactants are [S:1]=[C:2]1[NH:6][C@H:5]([C:7]([O:9][C:10]([CH3:13])([CH3:12])[CH3:11])=[O:8])[CH2:4][CH2:3]1.[CH3:14]I. The catalyst is C1COCC1. The product is [CH3:14][S:1][C:2]1[CH2:3][CH2:4][C@@H:5]([C:7]([O:9][C:10]([CH3:13])([CH3:12])[CH3:11])=[O:8])[N:6]=1. The yield is 0.910. (6) The reactants are [C:1]([O:5][C:6]([N:8]1[CH2:14][CH2:13][CH2:12][O:11][C@H:10]([C:15]([OH:17])=O)[CH2:9]1)=[O:7])([CH3:4])([CH3:3])[CH3:2].[NH2:18][C@@H:19]([CH2:23][C:24]1[CH:29]=[CH:28][C:27]([I:30])=[CH:26][CH:25]=1)[C:20]([NH2:22])=[O:21].C(P1(=O)OP(CCC)(=O)OP(CCC)(=O)O1)CC. The catalyst is CN(C=O)C. The product is [NH2:22][C:20](=[O:21])[C@@H:19]([NH:18][C:15]([C@@H:10]1[CH2:9][N:8]([C:6]([O:5][C:1]([CH3:2])([CH3:3])[CH3:4])=[O:7])[CH2:14][CH2:13][CH2:12][O:11]1)=[O:17])[CH2:23][C:24]1[CH:29]=[CH:28][C:27]([I:30])=[CH:26][CH:25]=1. The yield is 0.790. (7) The catalyst is C1COCC1. The yield is 0.680. The product is [F:35][CH:33]([F:34])[C:15]1[N:14]([C:4]2[N:3]=[C:2]([N:46]3[CH2:47][CH2:48][N:43]([S:40]([CH2:39][CH2:38][N:37]([CH3:49])[CH3:36])(=[O:42])=[O:41])[CH2:44][CH2:45]3)[N:7]=[C:6]([N:8]3[CH2:13][CH2:12][O:11][CH2:10][CH2:9]3)[N:5]=2)[C:18]2[CH:19]=[C:20]([NH:25][C:26](=[O:32])[O:27][C:28]([CH3:29])([CH3:30])[CH3:31])[CH:21]=[C:22]([O:23][CH3:24])[C:17]=2[N:16]=1. The reactants are Cl[C:2]1[N:7]=[C:6]([N:8]2[CH2:13][CH2:12][O:11][CH2:10][CH2:9]2)[N:5]=[C:4]([N:14]2[C:18]3[CH:19]=[C:20]([NH:25][C:26](=[O:32])[O:27][C:28]([CH3:31])([CH3:30])[CH3:29])[CH:21]=[C:22]([O:23][CH3:24])[C:17]=3[N:16]=[C:15]2[CH:33]([F:35])[F:34])[N:3]=1.[CH3:36][N:37]([CH3:49])[CH2:38][CH2:39][S:40]([N:43]1[CH2:48][CH2:47][NH:46][CH2:45][CH2:44]1)(=[O:42])=[O:41].CCN(CC)CC.